This data is from Full USPTO retrosynthesis dataset with 1.9M reactions from patents (1976-2016). The task is: Predict the reactants needed to synthesize the given product. (1) Given the product [CH3:1][O:2][C:3]1[CH:4]=[C:5]([CH2:11][CH2:12][C:13]2[CH:14]=[CH:15][C:16]([NH:19][C:21]3[CH:29]=[CH:28][CH:27]=[CH:26][C:22]=3[C:23]([OH:25])=[O:24])=[CH:17][CH:18]=2)[CH:6]=[CH:7][C:8]=1[O:9][CH3:10], predict the reactants needed to synthesize it. The reactants are: [CH3:1][O:2][C:3]1[CH:4]=[C:5]([CH2:11][CH2:12][C:13]2[CH:18]=[CH:17][C:16]([NH2:19])=[CH:15][CH:14]=2)[CH:6]=[CH:7][C:8]=1[O:9][CH3:10].Cl[C:21]1[CH:29]=[CH:28][CH:27]=[CH:26][C:22]=1[C:23]([OH:25])=[O:24].C(=O)([O-])[O-].[K+].[K+]. (2) Given the product [NH2:8][C:5]1[CH:6]=[CH:7][C:2]([Br:1])=[C:3]([NH:11][C:12](=[O:20])[CH2:13][N:14]2[CH2:15][CH2:16][O:17][CH2:18][CH2:19]2)[CH:4]=1, predict the reactants needed to synthesize it. The reactants are: [Br:1][C:2]1[CH:7]=[CH:6][C:5]([N+:8]([O-])=O)=[CH:4][C:3]=1[NH:11][C:12](=[O:20])[CH2:13][N:14]1[CH2:19][CH2:18][O:17][CH2:16][CH2:15]1.Cl.C([O-])(O)=O.[Na+].